This data is from Reaction yield outcomes from USPTO patents with 853,638 reactions. The task is: Predict the reaction yield, written as a fraction of the theoretical maximum amount of product (1.0 means a 100% yield; for example, 0.34 means a 34% yield). (1) The reactants are [CH3:1][CH:2]1[CH2:7][CH2:6][CH:5]([NH:8][S:9]([NH:12]C(=O)OCC2C=CC=CC=2)(=[O:11])=[O:10])[CH2:4][CH2:3]1. The catalyst is O1CCCC1.C(O)C.[C].[Pd]. The product is [CH3:1][CH:2]1[CH2:7][CH2:6][CH:5]([NH:8][S:9]([NH2:12])(=[O:11])=[O:10])[CH2:4][CH2:3]1. The yield is 0.860. (2) The reactants are Cl[C:2]1[C:11]2[C:6](=[CH:7][CH:8]=[C:9]([I:12])[CH:10]=2)[N:5]=[C:4]([C:13]([NH:15][CH2:16][CH2:17][N:18]([CH2:21][CH3:22])[CH2:19][CH3:20])=[O:14])[CH:3]=1.C(N(CC)CCNC(C1C=C(I)C=C2C=1N=CC=C2[F:41])=O)C. No catalyst specified. The product is [CH2:19]([N:18]([CH2:21][CH3:22])[CH2:17][CH2:16][NH:15][C:13]([C:4]1[CH:3]=[C:2]([F:41])[C:11]2[C:6](=[CH:7][CH:8]=[C:9]([I:12])[CH:10]=2)[N:5]=1)=[O:14])[CH3:20]. The yield is 0.480. (3) The reactants are [O-]P([O-])([O-])=O.[K+].[K+].[K+].[CH2:9]([NH2:16])[C:10]1[CH:15]=[CH:14][CH:13]=[CH:12][CH:11]=1.I[C:18]1[CH:26]=[CH:25][CH:24]=[CH:23][C:19]=1[C:20]([OH:22])=[O:21].C(O)CO.Cl. The catalyst is [Cu]I.C(OCC)C.O.CC(O)C. The product is [CH2:9]([NH:16][C:18]1[CH:26]=[CH:25][CH:24]=[CH:23][C:19]=1[C:20]([OH:22])=[O:21])[C:10]1[CH:15]=[CH:14][CH:13]=[CH:12][CH:11]=1. The yield is 0.710. (4) The reactants are [Cl:1][C:2]1[CH:7]=[CH:6][C:5]([C:8]2[N:9]=[C:10]([CH2:18][CH2:19][CH3:20])[O:11][C:12]=2[CH2:13][CH2:14][C:15]([OH:17])=O)=[CH:4][CH:3]=1.ON1C2N=CC=CC=2N=N1.C(N=C=NCCCN(C)C)C.[CH3:42][N:43]1[CH2:48][CH2:47][CH:46]([CH2:49][N:50]2[CH2:55][CH2:54][NH:53][CH2:52][CH2:51]2)[CH2:45][CH2:44]1. The catalyst is O.CN(C)C=O. The product is [ClH:1].[ClH:1].[Cl:1][C:2]1[CH:3]=[CH:4][C:5]([C:8]2[N:9]=[C:10]([CH2:18][CH2:19][CH3:20])[O:11][C:12]=2[CH2:13][CH2:14][C:15]([N:53]2[CH2:52][CH2:51][N:50]([CH2:49][CH:46]3[CH2:47][CH2:48][N:43]([CH3:42])[CH2:44][CH2:45]3)[CH2:55][CH2:54]2)=[O:17])=[CH:6][CH:7]=1. The yield is 0.320. (5) The reactants are [NH:1]1[CH:5]=[CH:4][N:3]=[C:2]1[C:6]([NH:8][C@@H:9]([CH3:13])[C:10]([OH:12])=O)=[O:7].[C:14]([O:18][C:19](=[O:27])[CH2:20][CH:21]([NH2:26])[CH:22]([OH:25])[CH2:23][F:24])([CH3:17])([CH3:16])[CH3:15].C(N(C(C)C)CC)(C)C.C1C=CC2N(O)N=NC=2C=1.CCN=C=NCCCN(C)C.Cl. The catalyst is C1COCC1.CN(C1C=CN=CC=1)C. The product is [C:14]([O:18][C:19](=[O:27])[CH2:20][CH:21]([NH:26][C:10](=[O:12])[CH:9]([NH:8][C:6]([C:2]1[NH:1][CH:5]=[CH:4][N:3]=1)=[O:7])[CH3:13])[CH:22]([OH:25])[CH2:23][F:24])([CH3:17])([CH3:15])[CH3:16]. The yield is 0.970. (6) The reactants are [O:1]1[C:5]2[CH:6]=[CH:7][CH:8]=[CH:9][C:4]=2[CH:3]=[C:2]1[C:10]1[C:11]([NH:17]C(=O)OC(C)(C)C)=[N:12][CH:13]=[C:14](Br)[N:15]=1.[CH2:25]([S:27]([N:30]1[CH2:35][CH2:34][NH:33][CH2:32][CH2:31]1)(=[O:29])=[O:28])[CH3:26].Cl.O1CCOCC1. The catalyst is COCCO. The product is [O:1]1[C:5]2[CH:6]=[CH:7][CH:8]=[CH:9][C:4]=2[CH:3]=[C:2]1[C:10]1[C:11]([NH2:17])=[N:12][CH:13]=[C:14]([N:33]2[CH2:32][CH2:31][N:30]([S:27]([CH2:25][CH3:26])(=[O:28])=[O:29])[CH2:35][CH2:34]2)[N:15]=1. The yield is 0.120. (7) The reactants are [CH2:1]([N:6]1[C:10](=[O:11])[N:9]([C:12]2[CH:17]=[CH:16][C:15]([N:18]3[CH2:23][CH2:22][N:21]([C:24]4[CH:29]=[CH:28][C:27]([O:30]C)=[CH:26][CH:25]=4)[CH2:20][CH2:19]3)=[CH:14][CH:13]=2)[CH:8]=[N:7]1)[CH2:2][CH:3]([CH3:5])[CH3:4]. The catalyst is Br. The product is [OH:30][C:27]1[CH:28]=[CH:29][C:24]([N:21]2[CH2:20][CH2:19][N:18]([C:15]3[CH:14]=[CH:13][C:12]([N:9]4[C:10](=[O:11])[N:6]([CH2:1][CH2:2][CH:3]([CH3:5])[CH3:4])[N:7]=[CH:8]4)=[CH:17][CH:16]=3)[CH2:23][CH2:22]2)=[CH:25][CH:26]=1. The yield is 0.950.